This data is from Forward reaction prediction with 1.9M reactions from USPTO patents (1976-2016). The task is: Predict the product of the given reaction. (1) Given the reactants Br[C:2]1[CH:7]=[CH:6][C:5]([Br:8])=[CH:4][N:3]=1.[O:9]1[CH2:14][CH2:13][N:12]([CH2:15][CH2:16][OH:17])[CH2:11][CH2:10]1, predict the reaction product. The product is: [Br:8][C:5]1[CH:6]=[CH:7][C:2]([O:17][CH2:16][CH2:15][N:12]2[CH2:13][CH2:14][O:9][CH2:10][CH2:11]2)=[N:3][CH:4]=1. (2) Given the reactants [Cl:1][C:2]1[N:7]=[C:6]([N:8]2[CH2:13][CH2:12][O:11][CH2:10][CH2:9]2)[CH:5]=[C:4](I)[CH:3]=1.[C:15]([C:17]1[CH:22]=[CH:21][C:20]([NH:23][C:24](=[O:27])[CH:25]=[CH2:26])=[CH:19][CH:18]=1)#[CH:16].C(C1C=CC(N)=CC=1)#C.C(Cl)(=O)C=C.CCN(C(C)C)C(C)C, predict the reaction product. The product is: [Cl:1][C:2]1[CH:3]=[C:4]([C:16]#[C:15][C:17]2[CH:22]=[CH:21][C:20]([NH:23][C:24](=[O:27])[CH:25]=[CH2:26])=[CH:19][CH:18]=2)[CH:5]=[C:6]([N:8]2[CH2:13][CH2:12][O:11][CH2:10][CH2:9]2)[N:7]=1.